Dataset: Reaction yield outcomes from USPTO patents with 853,638 reactions. Task: Predict the reaction yield, written as a fraction of the theoretical maximum amount of product (1.0 means a 100% yield; for example, 0.34 means a 34% yield). The reactants are CC1N=C(N2C(=O)N(CC3C=CC(C(F)(F)F)=CC=3)N=C2)SC=1C(O)=O.[F:27][C:28]1[CH:51]=[CH:50][C:31]([O:32][CH2:33][CH2:34][N:35]2[C:39](=[O:40])[N:38]([C:41]3[S:42][C:43]([C:47](O)=[O:48])=[C:44]([CH3:46])[N:45]=3)[CH:37]=[N:36]2)=[CH:30][CH:29]=1.[N:52]1[CH:57]=[CH:56][CH:55]=[C:54]([CH2:58][NH2:59])[CH:53]=1. No catalyst specified. The product is [F:27][C:28]1[CH:29]=[CH:30][C:31]([O:32][CH2:33][CH2:34][N:35]2[C:39](=[O:40])[N:38]([C:41]3[S:42][C:43]([C:47]([NH:59][CH2:58][C:54]4[CH:53]=[N:52][CH:57]=[CH:56][CH:55]=4)=[O:48])=[C:44]([CH3:46])[N:45]=3)[CH:37]=[N:36]2)=[CH:50][CH:51]=1. The yield is 0.450.